From a dataset of Forward reaction prediction with 1.9M reactions from USPTO patents (1976-2016). Predict the product of the given reaction. (1) Given the reactants [C:1]1([CH:8]=[CH:7][CH:6]=[C:4]([OH:5])[CH:3]=1)[OH:2].Br[C:10]1[CH:15]=[CH:14][CH:13]=[CH:12][N:11]=1.CN1C=CN=C1.C(=O)([O-])[O-].[K+].[K+], predict the reaction product. The product is: [N:11]1[CH:12]=[CH:13][CH:14]=[CH:15][C:10]=1[O:2][C:1]1[CH:3]=[C:4]([OH:5])[CH:6]=[CH:7][CH:8]=1. (2) Given the reactants [C:1]([O:5][C:6](=[O:40])[NH:7][CH:8]1[CH2:13][CH2:12][CH:11]([NH:14][C:15](=[O:39])[C:16]2[CH:21]=[C:20]([OH:22])[CH:19]=[C:18]([O:23][C:24]3[CH:29]=[CH:28][C:27]([CH2:30][NH:31][C:32]([O:34][C:35]([CH3:38])([CH3:37])[CH3:36])=[O:33])=[CH:26][CH:25]=3)[CH:17]=2)[CH2:10][CH2:9]1)([CH3:4])([CH3:3])[CH3:2].[F:41][C:42]1[CH:43]=[C:44]([CH:47]=[C:48]([F:51])[C:49]=1F)[C:45]#[N:46], predict the reaction product. The product is: [C:1]([O:5][C:6](=[O:40])[NH:7][CH:8]1[CH2:13][CH2:12][CH:11]([NH:14][C:15](=[O:39])[C:16]2[CH:21]=[C:20]([O:22][C:49]3[C:42]([F:41])=[CH:43][C:44]([C:45]#[N:46])=[CH:47][C:48]=3[F:51])[CH:19]=[C:18]([O:23][C:24]3[CH:25]=[CH:26][C:27]([CH2:30][NH:31][C:32]([O:34][C:35]([CH3:38])([CH3:37])[CH3:36])=[O:33])=[CH:28][CH:29]=3)[CH:17]=2)[CH2:10][CH2:9]1)([CH3:4])([CH3:2])[CH3:3]. (3) Given the reactants [Br:1][C:2]1[CH:3]=[C:4]2[C:8](=[CH:9][CH:10]=1)[NH:7][C:6](=[O:11])[C:5]2=[O:12].[N+:13]([CH3:16])([O-:15])=[O:14], predict the reaction product. The product is: [Br:1][C:2]1[CH:3]=[C:4]2[C:8](=[CH:9][CH:10]=1)[NH:7][C:6](=[O:11])[C:5]2([OH:12])[CH2:16][N+:13]([O-:15])=[O:14]. (4) Given the reactants [C:1]([O:5][C:6]([NH:8][C:9]1[C:18]2[C:13](=[CH:14][CH:15]=[CH:16][CH:17]=2)[C:12]([O:19][C:20]2[CH:25]=[CH:24][N:23]=[C:22]([NH:26][C:27]3[CH:28]=[C:29]([CH:33]=[C:34]([O:36][CH3:37])[CH:35]=3)[C:30](O)=[O:31])[N:21]=2)=[CH:11][CH:10]=1)=[O:7])([CH3:4])([CH3:3])[CH3:2].[CH3:38][O:39][CH2:40][CH2:41][O:42][CH2:43][CH2:44][O:45][CH2:46][CH2:47][O:48][CH2:49][CH2:50][O:51][CH2:52][CH2:53][O:54][CH2:55][CH2:56][O:57][CH2:58][CH2:59][NH2:60].C(N(CC)CC)C.C(P1(=O)OP(CCC)(=O)OP(CCC)(=O)O1)CC.CCOC(C)=O, predict the reaction product. The product is: [C:1]([O:5][C:6](=[O:7])[NH:8][C:9]1[C:18]2[C:13](=[CH:14][CH:15]=[CH:16][CH:17]=2)[C:12]([O:19][C:20]2[CH:25]=[CH:24][N:23]=[C:22]([NH:26][C:27]3[CH:35]=[C:34]([O:36][CH3:37])[CH:33]=[C:29]([C:30](=[O:31])[NH:60][CH2:59][CH2:58][O:57][CH2:56][CH2:55][O:54][CH2:53][CH2:52][O:51][CH2:50][CH2:49][O:48][CH2:47][CH2:46][O:45][CH2:44][CH2:43][O:42][CH2:41][CH2:40][O:39][CH3:38])[CH:28]=3)[N:21]=2)=[CH:11][CH:10]=1)([CH3:3])([CH3:4])[CH3:2].